This data is from Tyrosyl-DNA phosphodiesterase HTS with 341,365 compounds. The task is: Binary Classification. Given a drug SMILES string, predict its activity (active/inactive) in a high-throughput screening assay against a specified biological target. The compound is O=c1n(c(nc2c1cccc2)N)C(N)=N. The result is 1 (active).